This data is from NCI-60 drug combinations with 297,098 pairs across 59 cell lines. The task is: Regression. Given two drug SMILES strings and cell line genomic features, predict the synergy score measuring deviation from expected non-interaction effect. (1) Drug 1: C1=NC2=C(N=C(N=C2N1C3C(C(C(O3)CO)O)F)Cl)N. Drug 2: CCN(CC)CCCC(C)NC1=C2C=C(C=CC2=NC3=C1C=CC(=C3)Cl)OC. Cell line: SN12C. Synergy scores: CSS=21.2, Synergy_ZIP=-5.55, Synergy_Bliss=4.55, Synergy_Loewe=1.20, Synergy_HSA=2.33. (2) Drug 1: CC1CCC2CC(C(=CC=CC=CC(CC(C(=O)C(C(C(=CC(C(=O)CC(OC(=O)C3CCCCN3C(=O)C(=O)C1(O2)O)C(C)CC4CCC(C(C4)OC)O)C)C)O)OC)C)C)C)OC. Drug 2: COCCOC1=C(C=C2C(=C1)C(=NC=N2)NC3=CC=CC(=C3)C#C)OCCOC.Cl. Cell line: SF-539. Synergy scores: CSS=27.0, Synergy_ZIP=-10.4, Synergy_Bliss=-8.66, Synergy_Loewe=-26.5, Synergy_HSA=-5.23. (3) Drug 1: C1=C(C(=O)NC(=O)N1)F. Drug 2: C1=NC(=NC(=O)N1C2C(C(C(O2)CO)O)O)N. Cell line: LOX IMVI. Synergy scores: CSS=40.8, Synergy_ZIP=-4.01, Synergy_Bliss=-4.41, Synergy_Loewe=-0.723, Synergy_HSA=-0.376. (4) Drug 1: C1=CC(=CC=C1CC(C(=O)O)N)N(CCCl)CCCl.Cl. Drug 2: CCC1(C2=C(COC1=O)C(=O)N3CC4=CC5=C(C=CC(=C5CN(C)C)O)N=C4C3=C2)O.Cl. Cell line: HCC-2998. Synergy scores: CSS=13.7, Synergy_ZIP=-2.41, Synergy_Bliss=1.20, Synergy_Loewe=-9.32, Synergy_HSA=-0.731. (5) Drug 1: CC1C(C(CC(O1)OC2CC(CC3=C2C(=C4C(=C3O)C(=O)C5=C(C4=O)C(=CC=C5)OC)O)(C(=O)CO)O)N)O.Cl. Drug 2: C1=C(C(=O)NC(=O)N1)F. Cell line: UACC62. Synergy scores: CSS=31.4, Synergy_ZIP=0.179, Synergy_Bliss=-0.192, Synergy_Loewe=0.490, Synergy_HSA=2.37. (6) Drug 1: CS(=O)(=O)C1=CC(=C(C=C1)C(=O)NC2=CC(=C(C=C2)Cl)C3=CC=CC=N3)Cl. Drug 2: CC(C)NC(=O)C1=CC=C(C=C1)CNNC.Cl. Cell line: HS 578T. Synergy scores: CSS=-2.05, Synergy_ZIP=4.32, Synergy_Bliss=3.47, Synergy_Loewe=-4.44, Synergy_HSA=-3.81. (7) Drug 1: CCN(CC)CCNC(=O)C1=C(NC(=C1C)C=C2C3=C(C=CC(=C3)F)NC2=O)C. Drug 2: C(CC(=O)O)C(=O)CN.Cl. Cell line: EKVX. Synergy scores: CSS=6.32, Synergy_ZIP=3.07, Synergy_Bliss=1.63, Synergy_Loewe=-0.765, Synergy_HSA=0.251. (8) Synergy scores: CSS=39.7, Synergy_ZIP=4.25, Synergy_Bliss=8.25, Synergy_Loewe=-22.2, Synergy_HSA=7.20. Cell line: RPMI-8226. Drug 1: CN(C)N=NC1=C(NC=N1)C(=O)N. Drug 2: CCC1(CC2CC(C3=C(CCN(C2)C1)C4=CC=CC=C4N3)(C5=C(C=C6C(=C5)C78CCN9C7C(C=CC9)(C(C(C8N6C)(C(=O)OC)O)OC(=O)C)CC)OC)C(=O)OC)O.OS(=O)(=O)O. (9) Drug 2: CCCCC(=O)OCC(=O)C1(CC(C2=C(C1)C(=C3C(=C2O)C(=O)C4=C(C3=O)C=CC=C4OC)O)OC5CC(C(C(O5)C)O)NC(=O)C(F)(F)F)O. Synergy scores: CSS=11.1, Synergy_ZIP=-1.04, Synergy_Bliss=-0.444, Synergy_Loewe=-4.92, Synergy_HSA=-1.43. Drug 1: CC(C1=C(C=CC(=C1Cl)F)Cl)OC2=C(N=CC(=C2)C3=CN(N=C3)C4CCNCC4)N. Cell line: MOLT-4. (10) Drug 1: CC12CCC3C(C1CCC2O)C(CC4=C3C=CC(=C4)O)CCCCCCCCCS(=O)CCCC(C(F)(F)F)(F)F. Drug 2: C1C(C(OC1N2C=NC3=C2NC=NCC3O)CO)O. Cell line: CAKI-1. Synergy scores: CSS=-9.15, Synergy_ZIP=5.59, Synergy_Bliss=5.26, Synergy_Loewe=-3.90, Synergy_HSA=-3.16.